Dataset: Catalyst prediction with 721,799 reactions and 888 catalyst types from USPTO. Task: Predict which catalyst facilitates the given reaction. Reactant: C[O:2][C:3](=[O:13])[CH2:4][C:5]1[CH:10]=[CH:9][C:8]([OH:11])=[C:7]([CH3:12])[CH:6]=1.Cl. The catalyst class is: 74. Product: [OH:11][C:8]1[CH:9]=[CH:10][C:5]([CH2:4][C:3]([OH:13])=[O:2])=[CH:6][C:7]=1[CH3:12].